Dataset: NCI-60 drug combinations with 297,098 pairs across 59 cell lines. Task: Regression. Given two drug SMILES strings and cell line genomic features, predict the synergy score measuring deviation from expected non-interaction effect. (1) Drug 1: CC1=C(C=C(C=C1)NC2=NC=CC(=N2)N(C)C3=CC4=NN(C(=C4C=C3)C)C)S(=O)(=O)N.Cl. Drug 2: CC1=C(C(CCC1)(C)C)C=CC(=CC=CC(=CC(=O)O)C)C. Cell line: DU-145. Synergy scores: CSS=2.38, Synergy_ZIP=0.215, Synergy_Bliss=1.54, Synergy_Loewe=1.47, Synergy_HSA=0.0902. (2) Drug 1: CC12CCC3C(C1CCC2=O)CC(=C)C4=CC(=O)C=CC34C. Drug 2: CC(C)CN1C=NC2=C1C3=CC=CC=C3N=C2N. Cell line: CCRF-CEM. Synergy scores: CSS=65.3, Synergy_ZIP=2.00, Synergy_Bliss=2.52, Synergy_Loewe=0.866, Synergy_HSA=0.886. (3) Drug 1: C1=CC(=CC=C1C#N)C(C2=CC=C(C=C2)C#N)N3C=NC=N3. Drug 2: CC=C1C(=O)NC(C(=O)OC2CC(=O)NC(C(=O)NC(CSSCCC=C2)C(=O)N1)C(C)C)C(C)C. Cell line: CCRF-CEM. Synergy scores: CSS=-8.51, Synergy_ZIP=6.02, Synergy_Bliss=0.409, Synergy_Loewe=-81.9, Synergy_HSA=-17.0. (4) Drug 1: C1=CC(=CC=C1C#N)C(C2=CC=C(C=C2)C#N)N3C=NC=N3. Drug 2: CCC(=C(C1=CC=CC=C1)C2=CC=C(C=C2)OCCN(C)C)C3=CC=CC=C3.C(C(=O)O)C(CC(=O)O)(C(=O)O)O. Cell line: KM12. Synergy scores: CSS=6.92, Synergy_ZIP=-6.30, Synergy_Bliss=-9.01, Synergy_Loewe=-6.80, Synergy_HSA=-6.59. (5) Drug 1: CS(=O)(=O)C1=CC(=C(C=C1)C(=O)NC2=CC(=C(C=C2)Cl)C3=CC=CC=N3)Cl. Drug 2: CN1CCC(CC1)COC2=C(C=C3C(=C2)N=CN=C3NC4=C(C=C(C=C4)Br)F)OC. Cell line: HT29. Synergy scores: CSS=28.0, Synergy_ZIP=5.46, Synergy_Bliss=10.7, Synergy_Loewe=3.82, Synergy_HSA=7.44. (6) Drug 1: C1=CC(=C2C(=C1NCCNCCO)C(=O)C3=C(C=CC(=C3C2=O)O)O)NCCNCCO. Synergy scores: CSS=37.3, Synergy_ZIP=2.86, Synergy_Bliss=3.28, Synergy_Loewe=-28.7, Synergy_HSA=2.62. Cell line: HOP-92. Drug 2: C1CC(=O)NC(=O)C1N2C(=O)C3=CC=CC=C3C2=O.